This data is from Catalyst prediction with 721,799 reactions and 888 catalyst types from USPTO. The task is: Predict which catalyst facilitates the given reaction. Reactant: [OH:1][C:2]1[CH:9]=[C:8]([OH:10])[C:7]([C:11]2(O)[C:19]3[C:14](=[CH:15][CH:16]=[CH:17][CH:18]=3)[N:13]([CH2:20][C:21]3[CH:26]=[CH:25][C:24]([O:27][CH3:28])=[CH:23][CH:22]=3)[C:12]2=[O:29])=[CH:6][C:3]=1[C:4]#[N:5].C([SiH](CC)CC)C.FC(F)(F)C(O)=O. Product: [OH:1][C:2]1[CH:9]=[C:8]([OH:10])[C:7]([CH:11]2[C:19]3[C:14](=[CH:15][CH:16]=[CH:17][CH:18]=3)[N:13]([CH2:20][C:21]3[CH:22]=[CH:23][C:24]([O:27][CH3:28])=[CH:25][CH:26]=3)[C:12]2=[O:29])=[CH:6][C:3]=1[C:4]#[N:5]. The catalyst class is: 4.